From a dataset of Peptide-MHC class II binding affinity with 134,281 pairs from IEDB. Regression. Given a peptide amino acid sequence and an MHC pseudo amino acid sequence, predict their binding affinity value. This is MHC class II binding data. (1) The peptide sequence is AQVRADRILALDADP. The binding affinity (normalized) is 0.149. The MHC is DRB1_0701 with pseudo-sequence DRB1_0701. (2) The peptide sequence is MYKECEWPLTHTIGT. The MHC is DRB5_0101 with pseudo-sequence DRB5_0101. The binding affinity (normalized) is 0.